This data is from NCI-60 drug combinations with 297,098 pairs across 59 cell lines. The task is: Regression. Given two drug SMILES strings and cell line genomic features, predict the synergy score measuring deviation from expected non-interaction effect. (1) Drug 1: C1=CC=C(C=C1)NC(=O)CCCCCCC(=O)NO. Drug 2: COCCOC1=C(C=C2C(=C1)C(=NC=N2)NC3=CC=CC(=C3)C#C)OCCOC.Cl. Cell line: 786-0. Synergy scores: CSS=13.5, Synergy_ZIP=-4.19, Synergy_Bliss=-1.40, Synergy_Loewe=1.47, Synergy_HSA=1.08. (2) Drug 1: CC1=CC=C(C=C1)C2=CC(=NN2C3=CC=C(C=C3)S(=O)(=O)N)C(F)(F)F. Drug 2: CNC(=O)C1=NC=CC(=C1)OC2=CC=C(C=C2)NC(=O)NC3=CC(=C(C=C3)Cl)C(F)(F)F. Cell line: NCI-H460. Synergy scores: CSS=-0.207, Synergy_ZIP=-0.181, Synergy_Bliss=-1.44, Synergy_Loewe=-1.11, Synergy_HSA=-1.50. (3) Drug 1: C1CN(P(=O)(OC1)NCCCl)CCCl. Drug 2: CCC1(C2=C(COC1=O)C(=O)N3CC4=CC5=C(C=CC(=C5CN(C)C)O)N=C4C3=C2)O.Cl. Cell line: HL-60(TB). Synergy scores: CSS=57.5, Synergy_ZIP=13.2, Synergy_Bliss=14.3, Synergy_Loewe=-77.9, Synergy_HSA=-1.98. (4) Cell line: OVCAR-8. Synergy scores: CSS=44.0, Synergy_ZIP=3.40, Synergy_Bliss=4.11, Synergy_Loewe=5.65, Synergy_HSA=8.03. Drug 1: COC1=C(C=C2C(=C1)N=CN=C2NC3=CC(=C(C=C3)F)Cl)OCCCN4CCOCC4. Drug 2: CN(CC1=CN=C2C(=N1)C(=NC(=N2)N)N)C3=CC=C(C=C3)C(=O)NC(CCC(=O)O)C(=O)O. (5) Drug 1: CC1=C2C(C(=O)C3(C(CC4C(C3C(C(C2(C)C)(CC1OC(=O)C(C(C5=CC=CC=C5)NC(=O)OC(C)(C)C)O)O)OC(=O)C6=CC=CC=C6)(CO4)OC(=O)C)OC)C)OC. Drug 2: C1=CC=C(C=C1)NC(=O)CCCCCCC(=O)NO. Cell line: HOP-92. Synergy scores: CSS=34.6, Synergy_ZIP=-5.84, Synergy_Bliss=-1.55, Synergy_Loewe=-5.43, Synergy_HSA=3.42.